This data is from Peptide-MHC class II binding affinity with 134,281 pairs from IEDB. The task is: Regression. Given a peptide amino acid sequence and an MHC pseudo amino acid sequence, predict their binding affinity value. This is MHC class II binding data. (1) The peptide sequence is ECKYFAATQFEPLAA. The MHC is HLA-DQA10101-DQB10501 with pseudo-sequence HLA-DQA10101-DQB10501. The binding affinity (normalized) is 0.469. (2) The peptide sequence is FKLLQNSQVYSLIRP. The MHC is DRB1_1101 with pseudo-sequence DRB1_1101. The binding affinity (normalized) is 0.538. (3) The peptide sequence is GELQIVDKIDAHFKI. The MHC is DRB1_1302 with pseudo-sequence DRB1_1302. The binding affinity (normalized) is 0.844.